From a dataset of Peptide-MHC class I binding affinity with 185,985 pairs from IEDB/IMGT. Regression. Given a peptide amino acid sequence and an MHC pseudo amino acid sequence, predict their binding affinity value. This is MHC class I binding data. (1) The peptide sequence is CQLAKTCPV. The MHC is HLA-A02:06 with pseudo-sequence HLA-A02:06. The binding affinity (normalized) is 0.584. (2) The peptide sequence is GEDDDMLPW. The MHC is HLA-B15:01 with pseudo-sequence HLA-B15:01. The binding affinity (normalized) is 0.0847. (3) The peptide sequence is LSAGVGAVA. The MHC is HLA-A02:02 with pseudo-sequence HLA-A02:02. The binding affinity (normalized) is 0.394. (4) The peptide sequence is SEIQLTDYGA. The MHC is HLA-B44:03 with pseudo-sequence HLA-B44:03. The binding affinity (normalized) is 0.653. (5) The peptide sequence is SQMETDFLEL. The MHC is HLA-A68:02 with pseudo-sequence HLA-A68:02. The binding affinity (normalized) is 0.0841. (6) The peptide sequence is AQIGVIGVF. The MHC is HLA-B39:01 with pseudo-sequence HLA-B39:01. The binding affinity (normalized) is 0.331. (7) The peptide sequence is FMFVNGALT. The MHC is H-2-Kb with pseudo-sequence H-2-Kb. The binding affinity (normalized) is 0.162. (8) The peptide sequence is PFLPLLPIFF. The MHC is Patr-A0301 with pseudo-sequence Patr-A0301. The binding affinity (normalized) is 0. (9) The peptide sequence is LIFLLVLLDY. The MHC is HLA-A31:01 with pseudo-sequence HLA-A31:01. The binding affinity (normalized) is 0.429.